This data is from Peptide-MHC class II binding affinity with 134,281 pairs from IEDB. The task is: Regression. Given a peptide amino acid sequence and an MHC pseudo amino acid sequence, predict their binding affinity value. This is MHC class II binding data. The peptide sequence is DEPTLLYVLFEVFDV. The MHC is HLA-DQA10101-DQB10501 with pseudo-sequence HLA-DQA10101-DQB10501. The binding affinity (normalized) is 0.203.